This data is from Catalyst prediction with 721,799 reactions and 888 catalyst types from USPTO. The task is: Predict which catalyst facilitates the given reaction. (1) Reactant: Cl.[CH3:2][N:3]([CH3:10])[CH2:4]/[CH:5]=[CH:6]/[C:7](O)=[O:8].C(Cl)(=O)C(Cl)=O.[NH2:17][C:18]1[CH:23]=[CH:22][C:21]([C:24]([N:26]2[CH2:30][CH2:29][C@H:28]([NH:31][C:32]3[N:37]=[C:36]([C:38]4[C:46]5[C:41](=[CH:42][CH:43]=[CH:44][CH:45]=5)[NH:40][CH:39]=4)[C:35]([Cl:47])=[CH:34][N:33]=3)[CH2:27]2)=[O:25])=[CH:20][CH:19]=1. Product: [Cl:47][C:35]1[C:36]([C:38]2[C:46]3[C:41](=[CH:42][CH:43]=[CH:44][CH:45]=3)[NH:40][CH:39]=2)=[N:37][C:32]([NH:31][C@H:28]2[CH2:29][CH2:30][N:26]([C:24]([C:21]3[CH:22]=[CH:23][C:18]([NH:17][C:7](=[O:8])/[CH:6]=[CH:5]/[CH2:4][N:3]([CH3:10])[CH3:2])=[CH:19][CH:20]=3)=[O:25])[CH2:27]2)=[N:33][CH:34]=1. The catalyst class is: 118. (2) Reactant: [C:1]([NH:4][NH:5][C:6](=[O:10])[CH2:7][C:8]#[N:9])(=O)[CH3:2].N/[C:12](/[CH3:16])=[CH:13]\[C:14]#[N:15].C(OC(=O)C)(=O)C. Product: [CH3:2][C:1]1[NH:4][N:5]2[C:6](=[O:10])[C:7]([C:8]#[N:9])=[C:12]([CH3:16])[CH:13]=[C:14]2[N:15]=1. The catalyst class is: 159. (3) Reactant: [C:1]([Si:5]([CH3:45])([CH3:44])[O:6][C:7]1[CH:43]=[CH:42][C:10]2[N:11]([C:30]([C:32]3[CH:37]=[CH:36][CH:35]=[C:34]([O:38][CH2:39][CH2:40]Cl)[CH:33]=3)=[O:31])[CH2:12][CH:13]([C:16]3[CH:21]=[CH:20][CH:19]=[C:18]([O:22][Si:23]([C:26]([CH3:29])([CH3:28])[CH3:27])([CH3:25])[CH3:24])[CH:17]=3)[CH2:14][O:15][C:9]=2[CH:8]=1)([CH3:4])([CH3:3])[CH3:2].[NH:46]1[CH2:51][CH2:50][CH2:49][CH2:48][CH2:47]1.[I-].[K+]. Product: [C:1]([Si:5]([CH3:45])([CH3:44])[O:6][C:7]1[CH:43]=[CH:42][C:10]2[N:11]([C:30]([C:32]3[CH:37]=[CH:36][CH:35]=[C:34]([O:38][CH2:39][CH2:40][N:46]4[CH2:51][CH2:50][CH2:49][CH2:48][CH2:47]4)[CH:33]=3)=[O:31])[CH2:12][CH:13]([C:16]3[CH:21]=[CH:20][CH:19]=[C:18]([O:22][Si:23]([C:26]([CH3:29])([CH3:28])[CH3:27])([CH3:25])[CH3:24])[CH:17]=3)[CH2:14][O:15][C:9]=2[CH:8]=1)([CH3:4])([CH3:3])[CH3:2]. The catalyst class is: 3. (4) Product: [CH3:6][N:7]([C:8]1[CH:13]=[CH:12][C:11]([N:14]2[C:26]3[C:25]4[CH:24]=[C:23]([C:27]5[CH:28]=[N:29][CH:30]=[CH:31][CH:32]=5)[CH:22]=[CH:21][C:20]=4[N:19]=[CH:18][C:17]=3[N:16]([CH3:33])[C:15]2=[O:34])=[CH:10][CH:9]=1)[S:44]([CH3:47])(=[O:46])=[O:45]. The catalyst class is: 258. Reactant: C(O[C:6](=O)[N:7](C)[C:8]1[CH:13]=[CH:12][C:11]([N:14]2[C:26]3[C:25]4[CH:24]=[C:23]([C:27]5[CH:28]=[N:29][CH:30]=[CH:31][CH:32]=5)[CH:22]=[CH:21][C:20]=4[N:19]=[CH:18][C:17]=3[N:16]([CH3:33])[C:15]2=[O:34])=[CH:10][CH:9]=1)(C)(C)C.Cl.N1C=CC=CC=1.[S:44](Cl)([CH3:47])(=[O:46])=[O:45].